This data is from Forward reaction prediction with 1.9M reactions from USPTO patents (1976-2016). The task is: Predict the product of the given reaction. (1) Given the reactants [OH:1][CH2:2][CH:3]([NH:10]C(=O)C)[CH2:4][C:5]1[S:9][CH:8]=[N:7][CH:6]=1.[ClH:14], predict the reaction product. The product is: [ClH:14].[NH2:10][CH:3]([CH2:4][C:5]1[S:9][CH:8]=[N:7][CH:6]=1)[CH2:2][OH:1]. (2) Given the reactants N=C=N.C1C=NC2N(O)N=NC=2C=1.[O:14]([CH2:21][CH2:22][C:23]([OH:25])=O)[C:15]1[CH:20]=[CH:19][CH:18]=[CH:17][CH:16]=1.[F:26][C:27]1[CH:28]=[CH:29][C:30]([N:35]2[CH2:40][CH2:39][NH:38][CH2:37][CH2:36]2)=[C:31]([CH:34]=1)[C:32]#[N:33].CN=C=O, predict the reaction product. The product is: [F:26][C:27]1[CH:28]=[CH:29][C:30]([N:35]2[CH2:36][CH2:37][N:38]([C:23](=[O:25])[CH2:22][CH2:21][O:14][C:15]3[CH:16]=[CH:17][CH:18]=[CH:19][CH:20]=3)[CH2:39][CH2:40]2)=[C:31]([CH:34]=1)[C:32]#[N:33]. (3) Given the reactants [F:1][C:2]1[CH:10]=[CH:9][C:8]([CH2:11][C:12]2[C:21]3[C:16](=[CH:17][CH:18]=[CH:19][CH:20]=3)[C:15](=[O:22])[NH:14][N:13]=2)=[CH:7][C:3]=1[C:4](O)=[O:5].[O:23]1[CH2:28][CH2:27][N:26]([C:29](=[O:38])[CH2:30][O:31][CH:32]2[CH2:37][CH2:36][NH:35][CH2:34][CH2:33]2)[CH2:25][CH2:24]1.CCN(C(C)C)C(C)C, predict the reaction product. The product is: [F:1][C:2]1[CH:10]=[CH:9][C:8]([CH2:11][C:12]2[C:21]3[C:16](=[CH:17][CH:18]=[CH:19][CH:20]=3)[C:15](=[O:22])[NH:14][N:13]=2)=[CH:7][C:3]=1[C:4]([N:35]1[CH2:34][CH2:33][CH:32]([O:31][CH2:30][C:29]([N:26]2[CH2:27][CH2:28][O:23][CH2:24][CH2:25]2)=[O:38])[CH2:37][CH2:36]1)=[O:5].